Dataset: Full USPTO retrosynthesis dataset with 1.9M reactions from patents (1976-2016). Task: Predict the reactants needed to synthesize the given product. (1) Given the product [CH2:8]([O:10][C:11](=[O:16])[C:12]([F:14])([F:13])[C:2]1[CH:7]=[CH:6][CH:5]=[CH:4][N:3]=1)[CH3:9], predict the reactants needed to synthesize it. The reactants are: Br[C:2]1[CH:7]=[CH:6][CH:5]=[CH:4][N:3]=1.[CH2:8]([O:10][C:11](=[O:16])[C:12](Br)([F:14])[F:13])[CH3:9].C(OC(C)C)(=O)C. (2) Given the product [Cl:1][C:2]1[C:19]([O:20][CH3:21])=[CH:18][CH:17]=[C:4]2[C:3]=1[CH:33]([OH:34])[N:7]([C:8]([CH3:16])([C:10]1[CH:15]=[CH:14][CH:13]=[CH:12][CH:11]=1)[CH3:9])[C:5]2=[O:6], predict the reactants needed to synthesize it. The reactants are: [Cl:1][C:2]1[CH:3]=[C:4]([CH:17]=[CH:18][C:19]=1[O:20][CH3:21])[C:5]([NH:7][C:8]([CH3:16])([C:10]1[CH:15]=[CH:14][CH:13]=[CH:12][CH:11]=1)[CH3:9])=[O:6].CN(CCN(C)C)C.CN([CH:33]=[O:34])C. (3) Given the product [I:34][C:35]1[CH:40]=[CH:39][C:38]([N:26]2[C:27]3[C:23](=[CH:22][C:21]([C:14]4[C:13]5[C:8]([C:7]([C:1]6[CH:2]=[CH:3][CH:4]=[CH:5][CH:6]=6)=[C:20]6[C:15]=4[CH:16]=[CH:17][CH:18]=[CH:19]6)=[CH:9][CH:10]=[CH:11][CH:12]=5)=[CH:29][CH:28]=3)[C:24]3[CH:33]=[CH:32][CH:31]=[N:30][C:25]2=3)=[CH:37][CH:36]=1, predict the reactants needed to synthesize it. The reactants are: [C:1]1([C:7]2[C:20]3[C:15](=[CH:16][CH:17]=[CH:18][CH:19]=3)[C:14]([C:21]3[CH:22]=[C:23]4[C:27](=[CH:28][CH:29]=3)[NH:26][C:25]3[N:30]=[CH:31][CH:32]=[CH:33][C:24]4=3)=[C:13]3[C:8]=2[CH:9]=[CH:10][CH:11]=[CH:12]3)[CH:6]=[CH:5][CH:4]=[CH:3][CH:2]=1.[I:34][C:35]1[CH:40]=[CH:39][C:38](I)=[CH:37][CH:36]=1.[O-]P([O-])([O-])=O.[K+].[K+].[K+]. (4) Given the product [CH3:21][O:19][C:18]([C:13]1[C:12]2[C:17](=[C:8]([N+:5]([O-:7])=[O:6])[CH:9]=[CH:10][CH:11]=2)[N:16]=[CH:15][CH:14]=1)=[O:20], predict the reactants needed to synthesize it. The reactants are: O=S(Cl)Cl.[N+:5]([C:8]1[CH:9]=[CH:10][CH:11]=[C:12]2[C:17]=1[N:16]=[CH:15][CH:14]=[C:13]2[C:18]([OH:20])=[O:19])([O-:7])=[O:6].[CH3:21]O. (5) Given the product [CH3:2][NH:3][CH2:11][C:10]1[CH:13]=[CH:14][C:15]2[O:16][CH2:17][CH2:6][O:7][C:8]=2[CH:9]=1, predict the reactants needed to synthesize it. The reactants are: Cl.[CH3:2][NH2:3].[OH-].[Na+].[CH2:6]1[CH2:17][O:16][C:15]2[CH:14]=[CH:13][C:10]([CH:11]=O)=[CH:9][C:8]=2[O:7]1.[BH4-].[Na+]. (6) Given the product [NH2:10][C:9]1[N:5]([CH2:6][CH3:7])[C:4](=[O:8])[N:3]([CH2:1][CH3:2])[C:19](=[O:21])[CH:20]=1, predict the reactants needed to synthesize it. The reactants are: [CH2:1]([NH:3][C:4](=[O:8])[NH:5][CH2:6][CH3:7])[CH3:2].[C:9](CC(O)=O)#[N:10].C(O[C:19](=[O:21])[CH3:20])(=O)C. (7) Given the product [C:15]([S:12]([C:9]1[CH:10]=[C:11]2[C:6](=[CH:7][CH:8]=1)[N:5]=[CH:4][CH:3]=[C:2]2[NH:28][C:25]1[CH:26]=[C:27]2[N:19]=[CH:20][S:21][C:22]2=[N:23][CH:24]=1)(=[O:14])=[O:13])([CH3:18])([CH3:17])[CH3:16], predict the reactants needed to synthesize it. The reactants are: Cl[C:2]1[C:11]2[C:6](=[CH:7][CH:8]=[C:9]([S:12]([C:15]([CH3:18])([CH3:17])[CH3:16])(=[O:14])=[O:13])[CH:10]=2)[N:5]=[CH:4][CH:3]=1.[N:19]1[C:27]2[C:22](=[N:23][CH:24]=[C:25]([NH2:28])[CH:26]=2)[S:21][CH:20]=1.CC1(C)C2C(=C(P(C3C=CC=CC=3)C3C=CC=CC=3)C=CC=2)OC2C(P(C3C=CC=CC=3)C3C=CC=CC=3)=CC=CC1=2.C(=O)([O-])[O-].[Cs+].[Cs+]. (8) Given the product [CH:6]([C:9]1[N:13]=[C:12]([N:14]2[CH2:19][CH2:18][CH:17]([CH2:20][CH2:21][CH2:22][O:23][S:2]([CH3:1])(=[O:4])=[O:3])[CH2:16][CH2:15]2)[O:11][N:10]=1)([CH3:8])[CH3:7], predict the reactants needed to synthesize it. The reactants are: [CH3:1][S:2](Cl)(=[O:4])=[O:3].[CH:6]([C:9]1[N:13]=[C:12]([N:14]2[CH2:19][CH2:18][CH:17]([CH2:20][CH2:21][CH2:22][OH:23])[CH2:16][CH2:15]2)[O:11][N:10]=1)([CH3:8])[CH3:7].CCN(CC)CC. (9) Given the product [C:34]1([CH2:33][CH2:32][CH2:31][CH:30]([NH:40][C:16](=[O:18])[CH2:15][C:14]([N:11]2[CH2:10][CH2:9][N:8]([C:6]([O:5][C:1]([CH3:2])([CH3:3])[CH3:4])=[O:7])[CH2:13][CH2:12]2)=[O:19])[CH2:29][CH2:28][CH2:27][C:21]2[CH:22]=[CH:23][CH:24]=[CH:25][CH:26]=2)[CH:39]=[CH:38][CH:37]=[CH:36][CH:35]=1, predict the reactants needed to synthesize it. The reactants are: [C:1]([O:5][C:6]([N:8]1[CH2:13][CH2:12][N:11]([C:14](=[O:19])[CH2:15][C:16]([OH:18])=O)[CH2:10][CH2:9]1)=[O:7])([CH3:4])([CH3:3])[CH3:2].Cl.[C:21]1([CH2:27][CH2:28][CH2:29][CH:30]([NH2:40])[CH2:31][CH2:32][CH2:33][C:34]2[CH:39]=[CH:38][CH:37]=[CH:36][CH:35]=2)[CH:26]=[CH:25][CH:24]=[CH:23][CH:22]=1.C(N(CC)C(C)C)(C)C.C1CN([P+](ON2N=NC3C=CC=CC2=3)(N2CCCC2)N2CCCC2)CC1.F[P-](F)(F)(F)(F)F. (10) Given the product [C:1]([O:5][C:6](=[O:42])[NH:7][C:8]1([C:23]2[NH:24][C:25](=[O:41])[C:26]([OH:40])=[C:27]([C:29](=[O:39])[NH:30][CH2:31][C:32]3[CH:37]=[CH:36][C:35]([F:38])=[CH:34][CH:33]=3)[N:28]=2)[CH2:13][CH2:12][CH:11]([CH2:14][OH:15])[CH2:10][CH2:9]1)([CH3:4])([CH3:2])[CH3:3], predict the reactants needed to synthesize it. The reactants are: [C:1]([O:5][C:6](=[O:42])[NH:7][C:8]1([C:23]2[NH:24][C:25](=[O:41])[C:26]([OH:40])=[C:27]([C:29](=[O:39])[NH:30][CH2:31][C:32]3[CH:37]=[CH:36][C:35]([F:38])=[CH:34][CH:33]=3)[N:28]=2)[CH2:13][CH2:12][CH:11]([CH2:14][O:15][Si](C(C)(C)C)(C)C)[CH2:10][CH2:9]1)([CH3:4])([CH3:3])[CH3:2].C(O)(=O)C.O.